From a dataset of Full USPTO retrosynthesis dataset with 1.9M reactions from patents (1976-2016). Predict the reactants needed to synthesize the given product. (1) The reactants are: [CH2:1]([O:8][CH2:9][C:10]1[C@@H:11]([O:49][CH2:50][C:51]2[CH:56]=[CH:55][CH:54]=[CH:53][CH:52]=2)[C@H:12]([O:41][CH2:42][C:43]2[CH:48]=[CH:47][CH:46]=[CH:45][CH:44]=2)[C@@H:13]([O:33][CH2:34][C:35]2[CH:40]=[CH:39][CH:38]=[CH:37][CH:36]=2)[C@H:14]([O:16][C:17]2[CH:22]=[CH:21][C:20]([Cl:23])=[CH:19][C:18]=2[CH2:24][C:25]2[CH:30]=[CH:29][C:28]([CH2:31][CH3:32])=[CH:27][CH:26]=2)[CH:15]=1)[C:2]1[CH:7]=[CH:6][CH:5]=[CH:4][CH:3]=1.[OH:57]O.[OH-].[Na+]. Given the product [CH2:50]([O:49][C@H:11]1[C@H:12]([O:41][CH2:42][C:43]2[CH:44]=[CH:45][CH:46]=[CH:47][CH:48]=2)[C@@H:13]([O:33][CH2:34][C:35]2[CH:36]=[CH:37][CH:38]=[CH:39][CH:40]=2)[C@H:14]([O:16][C:17]2[CH:22]=[CH:21][C:20]([Cl:23])=[CH:19][C:18]=2[CH2:24][C:25]2[CH:30]=[CH:29][C:28]([CH2:31][CH3:32])=[CH:27][CH:26]=2)[C@@H:15]([OH:57])[C@@H:10]1[CH2:9][O:8][CH2:1][C:2]1[CH:7]=[CH:6][CH:5]=[CH:4][CH:3]=1)[C:51]1[CH:52]=[CH:53][CH:54]=[CH:55][CH:56]=1, predict the reactants needed to synthesize it. (2) Given the product [F:1][C:2]1[C:7]([F:8])=[CH:6][CH:5]=[CH:4][C:3]=1[C:9]1[N:35]=[C:12]2[CH:13]=[N:14][N:15]([CH2:17][C:18]3[N:23]=[N:22][C:21]([C:24]4[CH:29]=[CH:28][C:27]([O:30][CH2:39][CH2:38][CH2:37][F:36])=[CH:26][C:25]=4[C:31]([F:33])([F:34])[F:32])=[CH:20][CH:19]=3)[CH:16]=[C:11]2[N:10]=1, predict the reactants needed to synthesize it. The reactants are: [F:1][C:2]1[C:7]([F:8])=[CH:6][CH:5]=[CH:4][C:3]=1[C:9]1[N:35]=[C:12]2[CH:13]=[N:14][N:15]([CH2:17][C:18]3[N:23]=[N:22][C:21]([C:24]4[CH:29]=[CH:28][C:27]([OH:30])=[CH:26][C:25]=4[C:31]([F:34])([F:33])[F:32])=[CH:20][CH:19]=3)[CH:16]=[C:11]2[N:10]=1.[F:36][CH2:37][CH2:38][CH2:39]I.C(=O)([O-])[O-].[K+].[K+]. (3) Given the product [CH:36]1[CH:35]=[C:32]([CH2:33][NH:26][CH2:25][CH2:24][CH2:23][CH2:22][NH:21][C:19]([C:18]2[CH:27]=[CH:28][C:15]([CH2:14][N:7]([CH2:8][C:9]3[NH:13][CH:12]=[CH:11][N:10]=3)[CH2:6][C:2]3[NH:3][CH:4]=[CH:5][N:1]=3)=[CH:16][CH:17]=2)=[O:20])[C:31]([C:30]([F:29])([F:39])[F:40])=[CH:38][CH:37]=1, predict the reactants needed to synthesize it. The reactants are: [NH:1]1[CH:5]=[CH:4][N:3]=[C:2]1[CH2:6][N:7]([CH2:14][C:15]1[CH:28]=[CH:27][C:18]([C:19]([NH:21][CH2:22][CH2:23][CH2:24][CH2:25][NH2:26])=[O:20])=[CH:17][CH:16]=1)[CH2:8][C:9]1[NH:10][CH:11]=[CH:12][N:13]=1.[F:29][C:30]([F:40])([F:39])[C:31]1[CH:38]=[CH:37][CH:36]=[CH:35][C:32]=1[CH:33]=O.C(OC)(OC)OC.[BH4-].[Na+].